This data is from Full USPTO retrosynthesis dataset with 1.9M reactions from patents (1976-2016). The task is: Predict the reactants needed to synthesize the given product. (1) Given the product [NH2:1][C:2]1[C:11]2[C:6](=[C:7]([F:24])[C:8]([NH:15][C:16]3[CH:21]=[CH:20][C:19]([Br:22])=[CH:18][C:17]=3[F:23])=[C:9]([C:12]([NH:31][NH2:32])=[O:14])[CH:10]=2)[N:5]=[N:4][CH:3]=1, predict the reactants needed to synthesize it. The reactants are: [NH2:1][C:2]1[C:11]2[C:6](=[C:7]([F:24])[C:8]([NH:15][C:16]3[CH:21]=[CH:20][C:19]([Br:22])=[CH:18][C:17]=3[F:23])=[C:9]([C:12]([OH:14])=O)[CH:10]=2)[N:5]=[N:4][CH:3]=1.C1C=CC2N(O)[N:32]=[N:31]C=2C=1.CCN=C=NCCCN(C)C.NN. (2) Given the product [CH:21]1([NH:24][C:2]2[N:10]=[CH:9][N:8]=[C:7]3[C:3]=2[N:4]=[CH:5][N:6]3[CH2:11][N:12]2[CH2:16][CH:15]([CH2:17][CH2:18][CH3:19])[CH2:14][C:13]2=[O:20])[CH2:23][CH2:22]1, predict the reactants needed to synthesize it. The reactants are: Cl[C:2]1[N:10]=[CH:9][N:8]=[C:7]2[C:3]=1[N:4]=[CH:5][N:6]2[CH2:11][N:12]1[CH2:16][CH:15]([CH2:17][CH2:18][CH3:19])[CH2:14][C:13]1=[O:20].[CH:21]1([NH2:24])[CH2:23][CH2:22]1.C([O-])(O)=O.[Na+]. (3) Given the product [CH2:16]([O:18][C:19]([C:21]1([NH:32][C:8](=[O:10])[C:7]2[CH:11]=[CH:12][CH:13]=[C:14]([CH3:15])[C:6]=2[O:5][CH:1]2[CH2:2][CH2:3][CH2:4]2)[CH2:29][C:28]2[C:23](=[CH:24][CH:25]=[C:26]([C:30]#[N:31])[CH:27]=2)[CH2:22]1)=[O:20])[CH3:17], predict the reactants needed to synthesize it. The reactants are: [CH:1]1([O:5][C:6]2[C:14]([CH3:15])=[CH:13][CH:12]=[CH:11][C:7]=2[C:8]([OH:10])=O)[CH2:4][CH2:3][CH2:2]1.[CH2:16]([O:18][C:19]([C:21]1([NH2:32])[CH2:29][C:28]2[C:23](=[CH:24][CH:25]=[C:26]([C:30]#[N:31])[CH:27]=2)[CH2:22]1)=[O:20])[CH3:17].CN(C(ON1N=NC2C=CC=NC1=2)=[N+](C)C)C.F[P-](F)(F)(F)(F)F.CCN(C(C)C)C(C)C. (4) Given the product [CH3:9][N:8]([CH3:10])[C:6](=[O:7])[C:5]1[CH:11]=[CH:12][C:2]([N:17]2[C:18]3[CH2:19][CH2:20][CH2:21][CH2:22][C:23]=3[C:15]([C:14]([F:13])([F:25])[F:24])=[N:16]2)=[CH:3][CH:4]=1, predict the reactants needed to synthesize it. The reactants are: I[C:2]1[CH:12]=[CH:11][C:5]([C:6]([N:8]([CH3:10])[CH3:9])=[O:7])=[CH:4][CH:3]=1.[F:13][C:14]([F:25])([F:24])[C:15]1[C:23]2[CH2:22][CH2:21][CH2:20][CH2:19][C:18]=2[NH:17][N:16]=1.N[C@@H]1CCCC[C@H]1N.C(=O)([O-])[O-].[K+].[K+].